From a dataset of NCI-60 drug combinations with 297,098 pairs across 59 cell lines. Regression. Given two drug SMILES strings and cell line genomic features, predict the synergy score measuring deviation from expected non-interaction effect. (1) Synergy scores: CSS=33.5, Synergy_ZIP=0.0815, Synergy_Bliss=-0.0773, Synergy_Loewe=-24.3, Synergy_HSA=-2.06. Drug 2: CC1=C2C(C(=O)C3(C(CC4C(C3C(C(C2(C)C)(CC1OC(=O)C(C(C5=CC=CC=C5)NC(=O)C6=CC=CC=C6)O)O)OC(=O)C7=CC=CC=C7)(CO4)OC(=O)C)O)C)OC(=O)C. Cell line: HCT116. Drug 1: C1=NC2=C(N=C(N=C2N1C3C(C(C(O3)CO)O)O)F)N. (2) Drug 1: CC12CCC3C(C1CCC2=O)CC(=C)C4=CC(=O)C=CC34C. Drug 2: C1=CN(C=N1)CC(O)(P(=O)(O)O)P(=O)(O)O. Cell line: UO-31. Synergy scores: CSS=-1.10, Synergy_ZIP=-10.6, Synergy_Bliss=-23.3, Synergy_Loewe=-22.7, Synergy_HSA=-22.7. (3) Drug 1: C1C(C(OC1N2C=C(C(=O)NC2=O)F)CO)O. Drug 2: CCN(CC)CCCC(C)NC1=C2C=C(C=CC2=NC3=C1C=CC(=C3)Cl)OC. Cell line: MOLT-4. Synergy scores: CSS=49.1, Synergy_ZIP=-0.610, Synergy_Bliss=1.01, Synergy_Loewe=-17.3, Synergy_HSA=-0.0600.